Dataset: Reaction yield outcomes from USPTO patents with 853,638 reactions. Task: Predict the reaction yield, written as a fraction of the theoretical maximum amount of product (1.0 means a 100% yield; for example, 0.34 means a 34% yield). (1) The reactants are O[C:2]1[C:11]2[C:6](=[CH:7][C:8]([O:20][CH3:21])=[C:9]([O:12][CH2:13][CH2:14][CH2:15][S:16]([CH3:19])(=[O:18])=[O:17])[CH:10]=2)[N:5]=[CH:4][N:3]=1.O=P(Cl)(Cl)[Cl:24]. No catalyst specified. The product is [Cl:24][C:2]1[C:11]2[C:6](=[CH:7][C:8]([O:20][CH3:21])=[C:9]([O:12][CH2:13][CH2:14][CH2:15][S:16]([CH3:19])(=[O:18])=[O:17])[CH:10]=2)[N:5]=[CH:4][N:3]=1. The yield is 0.650. (2) The reactants are C(O)(=O)C.[N+:5](/[CH:8]=[CH:9]/[C:10]1[CH:11]=[C:12]([CH:21]=[CH:22][CH:23]=1)[O:13][CH2:14][C:15]1[CH:20]=[CH:19][CH:18]=[CH:17][N:16]=1)([O-:7])=[O:6].[BH4-].[Na+]. The catalyst is CS(C)=O. The product is [N+:5]([CH2:8][CH2:9][C:10]1[CH:11]=[C:12]([CH:21]=[CH:22][CH:23]=1)[O:13][CH2:14][C:15]1[CH:20]=[CH:19][CH:18]=[CH:17][N:16]=1)([O-:7])=[O:6]. The yield is 0.640. (3) The reactants are [C:1]([C:3]1[C:11]2[C:6](=[CH:7][CH:8]=[CH:9][CH:10]=2)[N:5]([C:12]2[CH:17]=[CH:16][CH:15]=[C:14]([F:18])[CH:13]=2)[C:4]=1[C:19](N(OC)C)=[O:20])#[N:2].[CH3:25][Mg]Br.CCOCC. The catalyst is O1CCCC1. The product is [C:19]([C:4]1[N:5]([C:12]2[CH:17]=[CH:16][CH:15]=[C:14]([F:18])[CH:13]=2)[C:6]2[C:11]([C:3]=1[C:1]#[N:2])=[CH:10][CH:9]=[CH:8][CH:7]=2)(=[O:20])[CH3:25]. The yield is 0.560. (4) The reactants are [CH2:1]([C:3]1([CH2:18][CH3:19])[C:8]2[CH:9]=[C:10]([N+:13]([O-])=O)[CH:11]=[CH:12][C:7]=2[N:6]([CH3:16])[C:5](=[O:17])[O:4]1)[CH3:2].[BH4-].[Na+]. The catalyst is [Pd].CO. The product is [NH2:13][C:10]1[CH:11]=[CH:12][C:7]2[N:6]([CH3:16])[C:5](=[O:17])[O:4][C:3]([CH2:18][CH3:19])([CH2:1][CH3:2])[C:8]=2[CH:9]=1. The yield is 0.810. (5) The reactants are [C:1](Cl)(=[O:8])[C:2]1[CH:7]=[CH:6][CH:5]=[CH:4][CH:3]=1.Cl.[CH:11]([O:14][C:15](=[O:24])[CH:16]([NH2:23])[CH2:17][S:18][C:19]([CH3:22])([CH3:21])[CH3:20])([CH3:13])[CH3:12]. No catalyst specified. The product is [CH:11]([O:14][C:15](=[O:24])[CH:16]([NH:23][C:1](=[O:8])[C:2]1[CH:7]=[CH:6][CH:5]=[CH:4][CH:3]=1)[CH2:17][S:18][C:19]([CH3:22])([CH3:21])[CH3:20])([CH3:13])[CH3:12]. The yield is 0.730.